The task is: Regression. Given two drug SMILES strings and cell line genomic features, predict the synergy score measuring deviation from expected non-interaction effect.. This data is from NCI-60 drug combinations with 297,098 pairs across 59 cell lines. (1) Drug 1: C1CN1C2=NC(=NC(=N2)N3CC3)N4CC4. Drug 2: COC1=CC(=CC(=C1O)OC)C2C3C(COC3=O)C(C4=CC5=C(C=C24)OCO5)OC6C(C(C7C(O6)COC(O7)C8=CC=CS8)O)O. Cell line: TK-10. Synergy scores: CSS=44.1, Synergy_ZIP=-2.04, Synergy_Bliss=0.846, Synergy_Loewe=-3.50, Synergy_HSA=5.05. (2) Drug 1: CCC(=C(C1=CC=CC=C1)C2=CC=C(C=C2)OCCN(C)C)C3=CC=CC=C3.C(C(=O)O)C(CC(=O)O)(C(=O)O)O. Drug 2: C1C(C(OC1N2C=NC3=C2NC=NCC3O)CO)O. Cell line: NCIH23. Synergy scores: CSS=1.05, Synergy_ZIP=2.29, Synergy_Bliss=6.30, Synergy_Loewe=2.94, Synergy_HSA=3.01. (3) Drug 1: C1=C(C(=O)NC(=O)N1)N(CCCl)CCCl. Drug 2: CC1=C(C=C(C=C1)NC(=O)C2=CC=C(C=C2)CN3CCN(CC3)C)NC4=NC=CC(=N4)C5=CN=CC=C5. Cell line: SW-620. Synergy scores: CSS=21.2, Synergy_ZIP=4.39, Synergy_Bliss=2.98, Synergy_Loewe=-9.38, Synergy_HSA=-2.67.